This data is from Reaction yield outcomes from USPTO patents with 853,638 reactions. The task is: Predict the reaction yield, written as a fraction of the theoretical maximum amount of product (1.0 means a 100% yield; for example, 0.34 means a 34% yield). The reactants are [Br:1]Br.[C:3]([C:7]1[CH:12]=[CH:11][CH:10]=[CH:9][C:8]=1[OH:13])([CH3:6])([CH3:5])[CH3:4]. The catalyst is C(Cl)Cl. The product is [Br:1][C:11]1[CH:10]=[CH:9][C:8]([OH:13])=[C:7]([C:3]([CH3:6])([CH3:4])[CH3:5])[CH:12]=1. The yield is 1.00.